From a dataset of Retrosynthesis with 50K atom-mapped reactions and 10 reaction types from USPTO. Predict the reactants needed to synthesize the given product. Given the product CC(C)(C)C[C@@H]1N[C@@H](C(=O)Nc2cccc(C(=O)O)c2)[C@H](c2cccc(Cl)c2F)[C@@]1(C#N)c1ccc(Cl)cc1F, predict the reactants needed to synthesize it. The reactants are: CC(C)(C)C[C@@H]1N[C@@H](C(=O)Nc2cccc(C(=O)OC(C)(C)C)c2)[C@H](c2cccc(Cl)c2F)[C@@]1(C#N)c1ccc(Cl)cc1F.